This data is from Catalyst prediction with 721,799 reactions and 888 catalyst types from USPTO. The task is: Predict which catalyst facilitates the given reaction. Reactant: [NH:1]1[C:9]2[C:4](=[CH:5][CH:6]=[C:7]([C:10]3[CH:11]=[C:12]([NH:22][C:23]4[CH:28]=[CH:27][C:26]([N:29]5[CH2:34][CH2:33][O:32][CH2:31][CH2:30]5)=[CH:25][N:24]=4)[C:13]4[N:14]([CH:19]=[CH:20][N:21]=4)[C:15]=3[C:16](O)=[O:17])[CH:8]=2)[CH:3]=[N:2]1.CC(C[AlH]CC(C)C)C. Product: [NH:1]1[C:9]2[C:4](=[CH:5][CH:6]=[C:7]([C:10]3[CH:11]=[C:12]([NH:22][C:23]4[CH:28]=[CH:27][C:26]([N:29]5[CH2:34][CH2:33][O:32][CH2:31][CH2:30]5)=[CH:25][N:24]=4)[C:13]4[N:14]([CH:19]=[CH:20][N:21]=4)[C:15]=3[CH2:16][OH:17])[CH:8]=2)[CH:3]=[N:2]1. The catalyst class is: 4.